From a dataset of Catalyst prediction with 721,799 reactions and 888 catalyst types from USPTO. Predict which catalyst facilitates the given reaction. (1) Reactant: [CH:1]1([N:6]2[CH2:12][C:11]([F:14])([F:13])[C:10](=[O:15])[N:9]([CH3:16])[C:8]3[CH:17]=[N:18][C:19]([NH:21][C:22]4[CH:30]=[CH:29][C:25]([C:26]([OH:28])=O)=[CH:24][C:23]=4[O:31][CH2:32][CH3:33])=[N:20][C:7]2=3)[CH2:5][CH2:4][CH2:3][CH2:2]1.O[N:35]1[C:39]2C=CC=CC=2N=N1.F[P-](F)(F)(F)(F)F.CN(C(N(C)C)=[N+]1C2C=CC=CC=2[N+]([O-])=N1)C.C(N(C(C)C)CC)(C)C.Cl.CN. Product: [CH:1]1([N:6]2[CH2:12][C:11]([F:13])([F:14])[C:10](=[O:15])[N:9]([CH3:16])[C:8]3[CH:17]=[N:18][C:19]([NH:21][C:22]4[CH:30]=[CH:29][C:25]([C:26]([NH:35][CH3:39])=[O:28])=[CH:24][C:23]=4[O:31][CH2:32][CH3:33])=[N:20][C:7]2=3)[CH2:2][CH2:3][CH2:4][CH2:5]1. The catalyst class is: 9. (2) Reactant: [H-].[Na+].[NH:3]1[C:11]2[C:6](=[CH:7][CH:8]=[CH:9][CH:10]=2)[CH2:5][C:4]1=[O:12].[C:13]1([C:22]2[C:17](=[CH:18][CH:19]=[CH:20][CH:21]=2)[CH2:16][O:15]1)=O.Cl. Product: [C:13]1(=[C:5]2[C:6]3[C:11](=[CH:10][CH:9]=[CH:8][CH:7]=3)[NH:3][C:4]2=[O:12])[C:22]2[C:17](=[CH:18][CH:19]=[CH:20][CH:21]=2)[CH2:16][O:15]1. The catalyst class is: 18. (3) Product: [OH:21][CH2:2][C:3]1[CH:4]=[C:5]([C:9]2[C:13]3[N:14]=[CH:15][NH:16][C:17](=[O:18])[C:12]=3[S:11][N:10]=2)[CH:6]=[CH:7][CH:8]=1. The catalyst class is: 12. Reactant: Br[CH2:2][C:3]1[CH:4]=[C:5]([C:9]2[C:13]3[N:14]=[CH:15][NH:16][C:17](=[O:18])[C:12]=3[S:11][N:10]=2)[CH:6]=[CH:7][CH:8]=1.O.C(=O)([O-])[O-:21].[Ca+2]. (4) Reactant: Br[C:2]1[C:11]2[C:6](=[CH:7][CH:8]=[C:9]([O:12][CH3:13])[CH:10]=2)[C:5](=[O:14])[NH:4][CH:3]=1.[CH3:15][C@@H:16]1[O:21][C@H:20]([CH3:22])[CH2:19][NH:18][CH2:17]1.CCN(C(C)C)C(C)C. Product: [CH3:22][CH:20]1[CH2:19][N:18]([C:2]2[C:11]3[C:6](=[CH:7][CH:8]=[C:9]([O:12][CH3:13])[CH:10]=3)[C:5](=[O:14])[NH:4][CH:3]=2)[CH2:17][CH:16]([CH3:15])[O:21]1. The catalyst class is: 196. (5) Reactant: Cl[C:2](Cl)([O:4]C(=O)OC(Cl)(Cl)Cl)Cl.C1(C)C=CC=CC=1.[Cl:20][C:21]1[C:22]([CH:29]([C:39]2[C:44]([F:45])=[CH:43][CH:42]=[C:41]([F:46])[C:40]=2[F:47])[S:30]([CH2:33][CH2:34][C:35]([F:38])([F:37])[F:36])(=[O:32])=[O:31])=[CH:23][C:24]([NH:27][NH2:28])=[N:25][CH:26]=1. Product: [Cl:20][C:21]1[C:22]([CH:29]([C:39]2[C:44]([F:45])=[CH:43][CH:42]=[C:41]([F:46])[C:40]=2[F:47])[S:30]([CH2:33][CH2:34][C:35]([F:37])([F:38])[F:36])(=[O:31])=[O:32])=[CH:23][C:24]2[N:25]([C:2](=[O:4])[NH:28][N:27]=2)[CH:26]=1. The catalyst class is: 13. (6) Reactant: [C:1]([O:5][CH:6]([C:12]1[C:16]([C:17]2[CH:18]=[CH:19][C:20]3[O:25][CH2:24][CH2:23][CH2:22][C:21]=3[CH:26]=2)=[C:15]([C:27]2[CH:32]=[CH:31][N:30]=[CH:29][CH:28]=2)[S:14][C:13]=1[CH3:33])[C:7]([O:9][CH2:10][CH3:11])=[O:8])([CH3:4])([CH3:3])[CH3:2].[Se](=O)=[O:35]. Product: [C:1]([O:5][CH:6]([C:12]1[C:16]([C:17]2[CH:18]=[CH:19][C:20]3[O:25][CH2:24][CH2:23][CH2:22][C:21]=3[CH:26]=2)=[C:15]([C:27]2[CH:32]=[CH:31][N:30]=[CH:29][CH:28]=2)[S:14][C:13]=1[CH:33]=[O:35])[C:7]([O:9][CH2:10][CH3:11])=[O:8])([CH3:4])([CH3:2])[CH3:3]. The catalyst class is: 155. (7) Reactant: [CH3:1][N:2]([CH2:4][C:5]1[C:13]([OH:14])=[C:12]([O:15][CH3:16])[CH:11]=[C:10]2[C:6]=1[CH:7]=[CH:8][N:9]2[S:17]([C:20]1[CH:25]=[CH:24][CH:23]=[CH:22][CH:21]=1)(=[O:19])=[O:18])[CH3:3].[CH3:26]N(C(OC)OC)C. Product: [CH3:26][O:14][C:13]1[C:5]([CH2:4][N:2]([CH3:3])[CH3:1])=[C:6]2[C:10](=[CH:11][C:12]=1[O:15][CH3:16])[N:9]([S:17]([C:20]1[CH:25]=[CH:24][CH:23]=[CH:22][CH:21]=1)(=[O:18])=[O:19])[CH:8]=[CH:7]2. The catalyst class is: 3. (8) Reactant: COC1C=CC(P2(SP(C3C=CC(OC)=CC=3)(=S)S2)=[S:10])=CC=1.[CH2:23]([CH:26]1[CH2:32][CH2:31][CH:30]([C:33]2[CH:38]=[CH:37][CH:36]=[C:35]([F:39])[C:34]=2[F:40])[CH2:29][NH:28][C:27]1=O)[CH:24]=[CH2:25]. Product: [CH2:23]([CH:26]1[CH2:32][CH2:31][CH:30]([C:33]2[CH:38]=[CH:37][CH:36]=[C:35]([F:39])[C:34]=2[F:40])[CH2:29][NH:28][C:27]1=[S:10])[CH:24]=[CH2:25]. The catalyst class is: 11. (9) Reactant: Br[C:2]1[CH:3]=[C:4]([CH2:12][CH2:13][CH2:14][CH2:15][O:16][Si:17]([C:20]([CH3:23])([CH3:22])[CH3:21])([CH3:19])[CH3:18])[N:5]2[C:10]=1[C:9]([NH2:11])=[N:8][CH:7]=[N:6]2.[CH2:24]([N:31]1[CH:39]=[C:38]2[C:33]([CH:34]=[C:35](B3OC(C)(C)C(C)(C)O3)[CH:36]=[CH:37]2)=[N:32]1)[C:25]1[CH:30]=[CH:29][CH:28]=[CH:27][CH:26]=1.C([O-])([O-])=O.[Na+].[Na+]. Product: [CH2:24]([N:31]1[CH:39]=[C:38]2[C:33]([CH:34]=[C:35]([C:2]3[CH:3]=[C:4]([CH2:12][CH2:13][CH2:14][CH2:15][O:16][Si:17]([C:20]([CH3:23])([CH3:22])[CH3:21])([CH3:19])[CH3:18])[N:5]4[C:10]=3[C:9]([NH2:11])=[N:8][CH:7]=[N:6]4)[CH:36]=[CH:37]2)=[N:32]1)[C:25]1[CH:30]=[CH:29][CH:28]=[CH:27][CH:26]=1. The catalyst class is: 57.